Dataset: Reaction yield outcomes from USPTO patents with 853,638 reactions. Task: Predict the reaction yield, written as a fraction of the theoretical maximum amount of product (1.0 means a 100% yield; for example, 0.34 means a 34% yield). (1) The reactants are [S:1]1[CH:5]=[CH:4][CH:3]=[C:2]1[CH:6]1[C:12](=S)[NH:11][C:10]2[N:14]=[CH:15][CH:16]=[CH:17][C:9]=2[C:8]([C:18]2[S:19][CH:20]=[CH:21][CH:22]=2)=[N:7]1.[CH3:23][NH2:24]. The catalyst is C1COCC1. The product is [CH3:23][NH:24][C:12]1[CH:6]([C:2]2[S:1][CH:5]=[CH:4][CH:3]=2)[N:7]=[C:8]([C:18]2[S:19][CH:20]=[CH:21][CH:22]=2)[C:9]2[CH:17]=[CH:16][CH:15]=[N:14][C:10]=2[N:11]=1. The yield is 0.310. (2) The reactants are [NH2:1][CH2:2][C:3]1[CH:4]=[C:5]([CH:33]=[CH:34][CH:35]=1)[CH2:6][N:7]([CH2:20][C:21]1[CH:26]=[CH:25][C:24]([C:27]2[CH:32]=[CH:31][CH:30]=[CH:29][CH:28]=2)=[CH:23][CH:22]=1)[S:8]([C:11]1[CH:16]=[C:15]([Cl:17])[CH:14]=[C:13]([Cl:18])[C:12]=1[OH:19])(=[O:10])=[O:9].CCN(CC)CC.Cl[S:44]([C:47]1[CH:48]=[CH:49][C:50]([CH3:56])=[C:51]([CH:55]=1)[C:52]([OH:54])=[O:53])(=[O:46])=[O:45]. The catalyst is C(Cl)Cl. The product is [C:24]1([C:27]2[CH:28]=[CH:29][CH:30]=[CH:31][CH:32]=2)[CH:25]=[CH:26][C:21]([CH2:20][N:7]([CH2:6][C:5]2[CH:4]=[C:3]([CH:35]=[CH:34][CH:33]=2)[CH2:2][NH:1][S:44]([C:47]2[CH:48]=[CH:49][C:50]([CH3:56])=[C:51]([CH:55]=2)[C:52]([OH:54])=[O:53])(=[O:46])=[O:45])[S:8]([C:11]2[CH:16]=[C:15]([Cl:17])[CH:14]=[C:13]([Cl:18])[C:12]=2[OH:19])(=[O:10])=[O:9])=[CH:22][CH:23]=1. The yield is 0.581. (3) The reactants are Cl[C:2]1[N:7]=[C:6]([NH:8][CH2:9][C:10]2[CH:14]=[C:13]([CH3:15])[O:12][C:11]=2[CH3:16])[C:5]([F:17])=[CH:4][N:3]=1.[NH2:18][C:19]1[CH:20]=[C:21]([OH:25])[CH:22]=[CH:23][CH:24]=1. No catalyst specified. The product is [CH3:16][C:11]1[O:12][C:13]([CH3:15])=[CH:14][C:10]=1[CH2:9][NH:8][C:6]1[C:5]([F:17])=[CH:4][N:3]=[C:2]([NH:18][C:19]2[CH:24]=[CH:23][CH:22]=[C:21]([OH:25])[CH:20]=2)[N:7]=1. The yield is 0.510. (4) The reactants are [CH2:1]([N:3]([CH:27]1[CH2:32][CH2:31][C:30](=O)[CH2:29][CH2:28]1)[C:4]1[C:19]2[CH2:18][CH:17]=[CH:16][CH2:15][CH2:14][C:13]3[CH:20]=[C:21]([CH3:25])[NH:22][C:23](=[O:24])[C:12]=3[CH2:11][NH:10][C:9](=[O:26])[C:8]=2[CH:7]=[CH:6][CH:5]=1)[CH3:2].[F:34][C:35]([F:40])([F:39])[CH2:36][CH2:37][NH2:38].CC(O)=O.[BH-](OC(C)=O)(OC(C)=O)OC(C)=O.[Na+].N. The catalyst is ClCCCl.C([O-])(O)=O.[Na+].CO.C(Cl)Cl. The product is [CH2:1]([N:3]([C@H:27]1[CH2:32][CH2:31][C@@H:30]([NH:38][CH2:37][CH2:36][C:35]([F:40])([F:39])[F:34])[CH2:29][CH2:28]1)[C:4]1[C:19]2[CH2:18][CH:17]=[CH:16][CH2:15][CH2:14][C:13]3[CH:20]=[C:21]([CH3:25])[NH:22][C:23](=[O:24])[C:12]=3[CH2:11][NH:10][C:9](=[O:26])[C:8]=2[CH:7]=[CH:6][CH:5]=1)[CH3:2]. The yield is 0.353. (5) The reactants are C([O:4][C:5]1[CH:10]=[C:9]([Br:11])[CH:8]=[C:7]([CH2:12][C:13]2[CH:18]=[CH:17][C:16]([O:19][CH3:20])=[CH:15][CH:14]=2)[C:6]=1[Cl:21])C=C.CCN([C:27]1[CH:28]=CC=C[CH:32]=1)CC. No catalyst specified. The product is [CH2:28]([C:10]1[C:9]([Br:11])=[CH:8][C:7]([CH2:12][C:13]2[CH:14]=[CH:15][C:16]([O:19][CH3:20])=[CH:17][CH:18]=2)=[C:6]([Cl:21])[C:5]=1[OH:4])[CH:27]=[CH2:32]. The yield is 0.920.